Dataset: Full USPTO retrosynthesis dataset with 1.9M reactions from patents (1976-2016). Task: Predict the reactants needed to synthesize the given product. (1) Given the product [C:1]([O:5][C:6]([NH:8][CH:9]([CH2:14][S:15][C:16]1[CH:25]=[CH:24][C:23]2[C:18](=[CH:19][CH:20]=[C:21]([Cl:26])[CH:22]=2)[CH:17]=1)[C:10]([OH:12])=[O:11])=[O:7])([CH3:4])([CH3:2])[CH3:3], predict the reactants needed to synthesize it. The reactants are: [C:1]([O:5][C:6]([NH:8][CH:9]([CH2:14][S:15][C:16]1[CH:25]=[CH:24][C:23]2[C:18](=[CH:19][CH:20]=[C:21]([Cl:26])[CH:22]=2)[CH:17]=1)[C:10]([O:12]C)=[O:11])=[O:7])([CH3:4])([CH3:3])[CH3:2].[OH-].[Na+]. (2) The reactants are: [NH:1]1[CH2:6][CH2:5][C:4](=[C:7]2[C:20]3[CH:19]=[CH:18][CH:17]=[C:16]([OH:21])[C:15]=3[O:14][C:13]3[C:8]2=[CH:9][CH:10]=[C:11]([C:22]2[CH:23]=[N:24][CH:25]=[CH:26][CH:27]=2)[CH:12]=3)[CH2:3][CH2:2]1.C(NC(C1C=CC2C(=C3CCNCC3)C3C(OC=2C=1)=C(O)C=CC=3)=O)C.C(O)(C(F)(F)F)=O. Given the product [NH:1]1[CH2:2][CH2:3][CH:4]([CH:7]2[C:20]3[CH:19]=[CH:18][CH:17]=[C:16]([OH:21])[C:15]=3[O:14][C:13]3[C:8]2=[CH:9][CH:10]=[C:11]([C:22]2[CH:23]=[N:24][CH:25]=[CH:26][CH:27]=2)[CH:12]=3)[CH2:5][CH2:6]1, predict the reactants needed to synthesize it. (3) Given the product [NH2:1][C:4]1[CH:5]=[C:6]([CH:13]=[CH:14][CH:15]=1)[C:7]([O:9][CH2:10][CH:11]=[CH2:12])=[O:8], predict the reactants needed to synthesize it. The reactants are: [N+:1]([C:4]1[CH:5]=[C:6]([CH:13]=[CH:14][CH:15]=1)[C:7]([O:9][CH2:10][CH:11]=[CH2:12])=[O:8])([O-])=O. (4) Given the product [Cl:21][C:22]1[C:23]2[C:28](=[C:27]([NH:1][C:2]3[C:3]([CH3:20])=[CH:4][C:5]([CH3:19])=[C:6]([S:8]([NH:11][CH2:12][C:13]4[CH:14]=[N:15][CH:16]=[CH:17][CH:18]=4)(=[O:10])=[O:9])[CH:7]=3)[CH:38]=[C:25]3[CH:33]=[CH:34][C:35]([F:37])=[CH:36][C:24]3=2)[CH:29]=[CH:30][N:31]=1, predict the reactants needed to synthesize it. The reactants are: [NH2:1][C:2]1[C:3]([CH3:20])=[CH:4][C:5]([CH3:19])=[C:6]([S:8]([NH:11][CH2:12][C:13]2[CH:14]=[N:15][CH:16]=[CH:17][CH:18]=2)(=[O:10])=[O:9])[CH:7]=1.[Cl:21][C:22]1[N:31]=[CH:30][CH:29]=[C:28]2[C:23]=1[C:24]1[CH:36]=[C:35]([F:37])[CH:34]=[CH:33][C:25]=1N=[C:27]2Cl.[CH3:38][Si]([N-][Si](C)(C)C)(C)C.[Na+].